This data is from NCI-60 drug combinations with 297,098 pairs across 59 cell lines. The task is: Regression. Given two drug SMILES strings and cell line genomic features, predict the synergy score measuring deviation from expected non-interaction effect. Drug 1: CC12CCC3C(C1CCC2=O)CC(=C)C4=CC(=O)C=CC34C. Drug 2: CC=C1C(=O)NC(C(=O)OC2CC(=O)NC(C(=O)NC(CSSCCC=C2)C(=O)N1)C(C)C)C(C)C. Cell line: HS 578T. Synergy scores: CSS=78.6, Synergy_ZIP=1.83, Synergy_Bliss=0.938, Synergy_Loewe=-2.04, Synergy_HSA=2.32.